From a dataset of Full USPTO retrosynthesis dataset with 1.9M reactions from patents (1976-2016). Predict the reactants needed to synthesize the given product. Given the product [NH2:1][C:3]1([C:16]2[C:17]([O:22][CH2:23][CH3:24])=[N:18][CH:19]=[CH:20][CH:21]=2)[C:11]2[C:6](=[CH:7][C:8]([F:14])=[C:9]([C:12]#[N:13])[CH:10]=2)[NH:5][C:4]1=[O:15], predict the reactants needed to synthesize it. The reactants are: [NH3:1].Cl[C:3]1([C:16]2[C:17]([O:22][CH2:23][CH3:24])=[N:18][CH:19]=[CH:20][CH:21]=2)[C:11]2[C:6](=[CH:7][C:8]([F:14])=[C:9]([C:12]#[N:13])[CH:10]=2)[NH:5][C:4]1=[O:15].[Na+].[Cl-].